From a dataset of Full USPTO retrosynthesis dataset with 1.9M reactions from patents (1976-2016). Predict the reactants needed to synthesize the given product. (1) Given the product [F:13][CH2:12][CH2:11][O:10][C:8]1[CH:7]=[CH:6][C:3]([C:4]#[N:5])=[C:2]([N:32]2[N:33]=[CH:34][CH:35]=[N:31]2)[CH:9]=1, predict the reactants needed to synthesize it. The reactants are: Br[C:2]1[CH:9]=[C:8]([O:10][CH2:11][CH2:12][F:13])[CH:7]=[CH:6][C:3]=1[C:4]#[N:5].O.C([O-])([O-])=O.[Cs+].[Cs+].CN[C@@H]1CCCC[C@H]1NC.[N:31]1[NH:32][N:33]=[CH:34][CH:35]=1. (2) Given the product [Br:1][C:2]1[C:3]2[C:4]([CH2:23][C:22]3[C:21]([Cl:20])=[CH:28][C:27]([Cl:29])=[CH:26][C:25]=3[Cl:30])=[C:5]3[CH:14]([CH2:15][C:16]([O:18][CH3:19])=[O:17])[CH2:13][CH2:12][N:6]3[C:7]=2[CH:8]=[C:9]([F:11])[CH:10]=1, predict the reactants needed to synthesize it. The reactants are: [Br:1][C:2]1[C:3]2[CH:4]=[C:5]3[CH:14]([CH2:15][C:16]([O:18][CH3:19])=[O:17])[CH2:13][CH2:12][N:6]3[C:7]=2[CH:8]=[C:9]([F:11])[CH:10]=1.[Cl:20][C:21]1[CH:28]=[C:27]([Cl:29])[CH:26]=[C:25]([Cl:30])[C:22]=1[CH:23]=O. (3) The reactants are: C(Cl)Cl.[Br:4][C:5]1[C:14]2[C:9](=[CH:10][CH:11]=[CH:12][CH:13]=2)[C:8](I)=[N:7][CH:6]=1.C([Mg]Cl)(C)C.CN([CH:24]=[O:25])C. Given the product [Br:4][C:5]1[C:14]2[C:9](=[CH:10][CH:11]=[CH:12][CH:13]=2)[C:8]([CH:24]=[O:25])=[N:7][CH:6]=1, predict the reactants needed to synthesize it.